This data is from Full USPTO retrosynthesis dataset with 1.9M reactions from patents (1976-2016). The task is: Predict the reactants needed to synthesize the given product. (1) Given the product [Br:1][C:2]1[CH:3]=[C:4]([CH:9]=[CH:10][C:11]=1[CH2:12][NH:14][C@@H:15]([CH3:18])[CH2:16][OH:17])[C:5]([O:7][CH3:8])=[O:6], predict the reactants needed to synthesize it. The reactants are: [Br:1][C:2]1[CH:3]=[C:4]([CH:9]=[CH:10][C:11]=1[CH2:12]Br)[C:5]([O:7][CH3:8])=[O:6].[NH2:14][C@@H:15]([CH3:18])[CH2:16][OH:17].C([O-])([O-])=O.[K+].[K+]. (2) Given the product [Br:8][C:9]1[CH:14]=[C:13]([C:15]([F:18])([F:16])[F:17])[CH:12]=[CH:11][C:10]=1[N:19]1[CH2:24][CH2:23][O:22][C:21]2[CH:25]=[C:26]([S:29]([NH:7][C:6]3[S:2][CH:3]=[N:4][CH:5]=3)(=[O:30])=[O:31])[CH:27]=[CH:28][C:20]1=2, predict the reactants needed to synthesize it. The reactants are: Cl.[S:2]1[C:6]([NH2:7])=[CH:5][N:4]=[CH:3]1.[Br:8][C:9]1[CH:14]=[C:13]([C:15]([F:18])([F:17])[F:16])[CH:12]=[CH:11][C:10]=1[N:19]1[CH2:24][CH2:23][O:22][C:21]2[CH:25]=[C:26]([S:29](Cl)(=[O:31])=[O:30])[CH:27]=[CH:28][C:20]1=2.[Li+].C[Si]([N-][Si](C)(C)C)(C)C. (3) Given the product [CH2:9]([N:5]1[CH2:6][C@@H:7]([F:8])[C@@H:3]([CH2:2][NH:1][CH2:16][C:17]2[CH:22]=[CH:21][CH:20]=[CH:19][CH:18]=2)[CH2:4]1)[C:10]1[CH:15]=[CH:14][CH:13]=[CH:12][CH:11]=1, predict the reactants needed to synthesize it. The reactants are: [NH2:1][CH2:2][C@@H:3]1[C@H:7]([F:8])[CH2:6][N:5]([CH2:9][C:10]2[CH:15]=[CH:14][CH:13]=[CH:12][CH:11]=2)[CH2:4]1.[CH:16](=O)[C:17]1[CH:22]=[CH:21][CH:20]=[CH:19][CH:18]=1.Cl.[OH-].[Na+]. (4) The reactants are: [F:1][C:2]1([F:52])[CH2:7][CH2:6][CH:5]([C:8]2[C:17]3[C@@H:16]([OH:18])[CH2:15][C:14]([CH3:20])([CH3:19])[CH2:13][C:12]=3[N:11]=[C:10]([CH:21]3[CH2:26][CH2:25][N:24]([C:27]4[N:32]=[CH:31][C:30]([O:33][CH2:34][CH:35]([CH2:38][OH:39])[CH2:36][OH:37])=[CH:29][N:28]=4)[CH2:23][CH2:22]3)[C:9]=2[C@@H:40]([F:51])[C:41]2[CH:46]=[CH:45][C:44]([C:47]([F:50])([F:49])[F:48])=[CH:43][CH:42]=2)[CH2:4][CH2:3]1.[ClH:53]. Given the product [ClH:53].[ClH:53].[F:52][C:2]1([F:1])[CH2:3][CH2:4][CH:5]([C:8]2[C:17]3[C@@H:16]([OH:18])[CH2:15][C:14]([CH3:19])([CH3:20])[CH2:13][C:12]=3[N:11]=[C:10]([CH:21]3[CH2:26][CH2:25][N:24]([C:27]4[N:32]=[CH:31][C:30]([O:33][CH2:34][CH:35]([CH2:38][OH:39])[CH2:36][OH:37])=[CH:29][N:28]=4)[CH2:23][CH2:22]3)[C:9]=2[C@@H:40]([F:51])[C:41]2[CH:46]=[CH:45][C:44]([C:47]([F:48])([F:50])[F:49])=[CH:43][CH:42]=2)[CH2:6][CH2:7]1, predict the reactants needed to synthesize it. (5) Given the product [CH3:32][O:31][C:29](=[O:30])[C:28]1[CH:33]=[CH:34][C:25]([CH2:23][N:11]2[CH2:12][CH2:13][CH2:14][C:9]([C:15]3[CH:16]=[CH:17][C:18]([O:21][CH3:22])=[CH:19][CH:20]=3)([C:6]3[CH:5]=[CH:4][C:3]([O:2][CH3:1])=[CH:8][CH:7]=3)[CH2:10]2)=[CH:26][CH:27]=1, predict the reactants needed to synthesize it. The reactants are: [CH3:1][O:2][C:3]1[CH:8]=[CH:7][C:6]([C:9]2([C:15]3[CH:20]=[CH:19][C:18]([O:21][CH3:22])=[CH:17][CH:16]=3)[CH2:14][CH2:13][CH2:12][NH:11][CH2:10]2)=[CH:5][CH:4]=1.[CH:23]([C:25]1[CH:34]=[CH:33][C:28]([C:29]([O:31][CH3:32])=[O:30])=[CH:27][CH:26]=1)=O.[BH-](OC(C)=O)(OC(C)=O)OC(C)=O.[Na+]. (6) Given the product [CH3:21][CH:22]([CH3:25])[CH2:23][CH2:24][C:2]1[CH:11]=[C:10]2[C:5]([CH:6]=[C:7]([C:16]([O:18][CH2:19][CH3:20])=[O:17])[CH:8]([C:12]([F:15])([F:14])[F:13])[O:9]2)=[CH:4][CH:3]=1, predict the reactants needed to synthesize it. The reactants are: I[C:2]1[CH:11]=[C:10]2[C:5]([CH:6]=[C:7]([C:16]([O:18][CH2:19][CH3:20])=[O:17])[CH:8]([C:12]([F:15])([F:14])[F:13])[O:9]2)=[CH:4][CH:3]=1.[CH3:21][CH:22]([CH3:25])[CH:23]=[CH2:24]. (7) Given the product [F:19][C:16]([F:17])([F:18])[C:13]1[N:11]2[N:12]=[C:7]([N:1]3[CH2:2][CH2:3][N:4]([CH2:25][C:24]4[CH:23]=[C:22]([CH2:21][OH:20])[CH:29]=[CH:28][CH:27]=4)[CH2:5][CH2:6]3)[CH:8]=[CH:9][C:10]2=[N:15][N:14]=1, predict the reactants needed to synthesize it. The reactants are: [N:1]1([C:7]2[CH:8]=[CH:9][C:10]3[N:11]([C:13]([C:16]([F:19])([F:18])[F:17])=[N:14][N:15]=3)[N:12]=2)[CH2:6][CH2:5][NH:4][CH2:3][CH2:2]1.[OH:20][CH2:21][C:22]1[CH:23]=[C:24]([CH:27]=[CH:28][CH:29]=1)[CH:25]=O.